Dataset: Reaction yield outcomes from USPTO patents with 853,638 reactions. Task: Predict the reaction yield, written as a fraction of the theoretical maximum amount of product (1.0 means a 100% yield; for example, 0.34 means a 34% yield). (1) The yield is 0.180. The product is [N:15]1[CH:16]=[CH:17][C:12]([C:11]2[N:4]3[CH2:5][CH2:6][CH2:7][NH:2][C:3]3=[N:8][N:9]=2)=[CH:13][CH:14]=1. The reactants are I.[NH:2]1[CH2:7][CH2:6][CH2:5][N:4]=[C:3]1[NH:8][NH2:9].Cl.[C:11](Cl)(=O)[C:12]1[CH:17]=[CH:16][N:15]=[CH:14][CH:13]=1. The catalyst is N1C=CC=CC=1.C([O-])([O-])=O.[K+].[K+]. (2) The reactants are [NH2:1][C:2]1[C:7]([Br:8])=[C:6]([NH:9][CH2:10][CH3:11])[N:5]=[C:4]([N:12]2[CH:16]=[C:15]([C:17]([OH:19])=O)[CH:14]=[N:13]2)[N:3]=1.[NH:20]1[CH2:25][CH2:24][O:23][CH2:22][CH2:21]1.C(N(CC)CC)C.CN(C(ON1N=NC2C=CC=NC1=2)=[N+](C)C)C.F[P-](F)(F)(F)(F)F. The catalyst is C(#N)C. The product is [NH2:1][C:2]1[C:7]([Br:8])=[C:6]([NH:9][CH2:10][CH3:11])[N:5]=[C:4]([N:12]2[CH:16]=[C:15]([C:17]([N:20]3[CH2:25][CH2:24][O:23][CH2:22][CH2:21]3)=[O:19])[CH:14]=[N:13]2)[N:3]=1. The yield is 0.644.